Dataset: Forward reaction prediction with 1.9M reactions from USPTO patents (1976-2016). Task: Predict the product of the given reaction. (1) The product is: [C:1]([C:5]1[CH:10]=[CH:9][C:8]([C:11]2[N:12]([C:34]([Cl:36])=[O:35])[C@H:13]([C:24]3[CH:25]=[CH:26][C:27]([Cl:30])=[CH:28][CH:29]=3)[C@@:14]([C:17]3[CH:22]=[CH:21][C:20]([Cl:23])=[CH:19][CH:18]=3)([CH3:16])[N:15]=2)=[C:7]([O:31][CH2:32][CH3:33])[CH:6]=1)([CH3:2])([CH3:3])[CH3:4]. Given the reactants [C:1]([C:5]1[CH:10]=[CH:9][C:8]([C:11]2[NH:12][C@H:13]([C:24]3[CH:29]=[CH:28][C:27]([Cl:30])=[CH:26][CH:25]=3)[C@@:14]([C:17]3[CH:22]=[CH:21][C:20]([Cl:23])=[CH:19][CH:18]=3)([CH3:16])[N:15]=2)=[C:7]([O:31][CH2:32][CH3:33])[CH:6]=1)([CH3:4])([CH3:3])[CH3:2].[C:34](Cl)([Cl:36])=[O:35], predict the reaction product. (2) The product is: [N:3]1[N:2]([C:6]2[CH:23]=[CH:22][CH:21]=[CH:20][C:7]=2[C:8]([N:10]2[C@H:15]([CH3:16])[CH2:14][CH2:13][C@@H:12]([C:17]3[O:19][C:28]([NH2:29])=[C:25]([C:26]#[N:27])[N:24]=3)[CH2:11]2)=[O:9])[N:1]=[CH:5][CH:4]=1. Given the reactants [N:1]1[N:2]([C:6]2[CH:23]=[CH:22][CH:21]=[CH:20][C:7]=2[C:8]([N:10]2[C@H:15]([CH3:16])[CH2:14][CH2:13][C@@H:12]([C:17]([OH:19])=O)[CH2:11]2)=[O:9])[N:3]=[CH:4][CH:5]=1.[NH2:24][CH:25]([C:28]#[N:29])[C:26]#[N:27].CCN=C=NCCCN(C)C.O, predict the reaction product. (3) Given the reactants [CH2:1]([O:8][C:9]1[C:10](=[O:17])[CH:11]=[C:12]([CH2:15]O)[O:13][CH:14]=1)[C:2]1[CH:7]=[CH:6][CH:5]=[CH:4][CH:3]=1.O=S(Cl)[Cl:20], predict the reaction product. The product is: [CH2:1]([O:8][C:9]1[C:10](=[O:17])[CH:11]=[C:12]([CH2:15][Cl:20])[O:13][CH:14]=1)[C:2]1[CH:7]=[CH:6][CH:5]=[CH:4][CH:3]=1. (4) Given the reactants [Cl:1][C:2]1[N:3]=[C:4]([C:7]2[CH:8]=[C:9]([NH:13][C:14](=[O:23])[O:15][CH2:16]N3CCCCC3)[CH:10]=[CH:11][CH:12]=2)[S:5][CH:6]=1.[CH:24]1([CH:30]=O)[CH2:29][CH2:28][CH2:27][CH2:26][CH2:25]1.C(O[BH-](O[C:42](=O)[CH3:43])OC(=O)C)(=O)C.[Na+].C([O-])(O)=O.[Na+], predict the reaction product. The product is: [Cl:1][C:2]1[N:3]=[C:4]([C:7]2[CH:8]=[C:9]([NH:13][C:14](=[O:23])[O:15][CH2:16][CH:43]3[CH2:42][CH2:12][CH2:7][CH2:4][N:3]3[CH2:30][CH:24]3[CH2:29][CH2:28][CH2:27][CH2:26][CH2:25]3)[CH:10]=[CH:11][CH:12]=2)[S:5][CH:6]=1. (5) Given the reactants [Br:1][C:2]1[N:6]2[N:7]=[C:8](Cl)[C:9]([CH3:11])=[CH:10][C:5]2=[N:4][CH:3]=1, predict the reaction product. The product is: [Br:1][C:2]1[N:6]2[N:7]=[C:8]([NH:4][CH2:5][CH2:10][CH2:9][CH3:8])[C:9]([CH3:11])=[CH:10][C:5]2=[N:4][CH:3]=1. (6) The product is: [N:2]1[CH:7]=[CH:6][CH:5]=[CH:4][C:3]=1[S:8][S:9][CH2:10][CH2:11][NH:12][P:36]([NH:50][CH2:51][CH2:52][C:53]([OH:55])=[O:54])([NH:35][CH2:40][CH2:41][S:42][S:43][C:44]1[CH:49]=[CH:48][CH:47]=[CH:46][N:45]=1)=[O:37]. Given the reactants Cl.[N:2]1[CH:7]=[CH:6][CH:5]=[CH:4][C:3]=1[S:8][S:9][CH2:10][CH2:11][NH2:12].P(Cl)(Cl)(Cl)=O.C(N(CC)CC)C.N1C=CC=CC=1SSCC[N:35]([CH2:40][CH2:41][S:42][S:43][C:44]1[CH:49]=[CH:48][CH:47]=[CH:46][N:45]=1)[P:36](Cl)(Cl)=[O:37].[NH2:50][CH2:51][CH2:52][C:53]([OH:55])=[O:54], predict the reaction product.